This data is from Forward reaction prediction with 1.9M reactions from USPTO patents (1976-2016). The task is: Predict the product of the given reaction. (1) Given the reactants Cl[C:2]1[N:6]([C:7]2[CH:12]=[CH:11][CH:10]=[CH:9][CH:8]=2)[N:5]=[C:4]([CH3:13])[C:3]=1[CH:14]=[O:15].[C:16]([O:20][C:21]([N:23]1[CH2:28][CH2:27][NH:26][CH2:25][CH2:24]1)=[O:22])([CH3:19])([CH3:18])[CH3:17], predict the reaction product. The product is: [C:16]([O:20][C:21]([N:23]1[CH2:28][CH2:27][N:26]([C:2]2[N:6]([C:7]3[CH:12]=[CH:11][CH:10]=[CH:9][CH:8]=3)[N:5]=[C:4]([CH3:13])[C:3]=2[CH:14]=[O:15])[CH2:25][CH2:24]1)=[O:22])([CH3:19])([CH3:17])[CH3:18]. (2) Given the reactants Cl[C:2]1[CH:15]=[CH:14][C:13]2[O:12][C:11]3[C:6](=[CH:7][C:8]([C:16]4[CH:17]=[N:18][CH:19]=[N:20][CH:21]=4)=[CH:9][CH:10]=3)[C:5]3([CH2:25][O:24][C:23]([NH2:26])=[N:22]3)[C:4]=2[CH:3]=1.C(=O)([O-])[O-].[Cs+].[Cs+].F[B-](F)(F)F.C([PH+](C(C)(C)C)C(C)(C)C)(C)(C)C.C1CCN2C(=NCCC2)CC1.[CH3:62][C:63]([CH3:67])([CH3:66])[C:64]#[CH:65].Cl.[OH-].[NH4+], predict the reaction product. The product is: [CH3:62][C:63]([CH3:67])([CH3:66])[C:64]#[C:65][C:2]1[CH:15]=[CH:14][C:13]2[O:12][C:11]3[C:6](=[CH:7][C:8]([C:16]4[CH:17]=[N:18][CH:19]=[N:20][CH:21]=4)=[CH:9][CH:10]=3)[C:5]3([CH2:25][O:24][C:23]([NH2:26])=[N:22]3)[C:4]=2[CH:3]=1. (3) Given the reactants [Br:1][C:2]1[C:7]([CH2:8]Br)=[CH:6][CH:5]=[CH:4][N:3]=1.[C-:10]#[N:11].[Na+].O.C(O)C, predict the reaction product. The product is: [Br:1][C:2]1[C:7]([CH2:8][C:10]#[N:11])=[CH:6][CH:5]=[CH:4][N:3]=1. (4) Given the reactants [Cl:1][C:2]1[C:7]([Cl:8])=[C:6]([C:9]2[S:13][C:12]([C:14]([NH:16][NH:17][C:18](=O)[CH2:19][C:20]([OH:23])([CH3:22])[CH3:21])=[O:15])=[N:11][C:10]=2[C:25]([N:27]2[CH2:32][CH2:31][CH:30]([F:33])[CH2:29][CH2:28]2)=[O:26])[CH:5]=[CH:4][C:3]=1[S:34]([NH:37][C@@H:38]([CH2:43][CH3:44])[C:39]([F:42])([F:41])[F:40])(=[O:36])=[O:35].CC1C=CC(S(Cl)(=O)=O)=CC=1.O, predict the reaction product. The product is: [Cl:1][C:2]1[C:7]([Cl:8])=[C:6]([C:9]2[S:13][C:12]([C:14]3[O:15][C:18]([CH2:19][C:20]([OH:23])([CH3:21])[CH3:22])=[N:17][N:16]=3)=[N:11][C:10]=2[C:25]([N:27]2[CH2:32][CH2:31][CH:30]([F:33])[CH2:29][CH2:28]2)=[O:26])[CH:5]=[CH:4][C:3]=1[S:34]([NH:37][C@@H:38]([CH2:43][CH3:44])[C:39]([F:40])([F:41])[F:42])(=[O:35])=[O:36].